From a dataset of Full USPTO retrosynthesis dataset with 1.9M reactions from patents (1976-2016). Predict the reactants needed to synthesize the given product. (1) The reactants are: Cl.[NH:2]1[CH2:5][CH:4]([OH:6])[CH2:3]1.CC([O-])(C)C.[K+].CS(C)=O.[C:17]([O:21][C:22]([N:24]1[CH2:29][CH2:28][CH:27]([C:30]2[C:39]3[C:34](=[CH:35][C:36](F)=[CH:37][CH:38]=3)[N:33]=[CH:32][N:31]=2)[CH2:26][CH2:25]1)=[O:23])([CH3:20])([CH3:19])[CH3:18]. Given the product [C:17]([O:21][C:22]([N:24]1[CH2:29][CH2:28][CH:27]([C:30]2[C:39]3[C:34](=[CH:35][C:36]([O:6][CH:4]4[CH2:5][NH:2][CH2:3]4)=[CH:37][CH:38]=3)[N:33]=[CH:32][N:31]=2)[CH2:26][CH2:25]1)=[O:23])([CH3:20])([CH3:18])[CH3:19], predict the reactants needed to synthesize it. (2) Given the product [Cl:6][C:7]1[CH:8]=[C:9]([C:22]([O:24][CH2:25][CH3:26])=[O:23])[CH:10]=[N:11][C:12]=1[C:13]1[CH:18]=[C:17]([I:27])[C:16]([O:19][CH3:20])=[C:15]([F:21])[CH:14]=1, predict the reactants needed to synthesize it. The reactants are: S(=O)(=O)(O)O.[Cl:6][C:7]1[CH:8]=[C:9]([C:22]([O:24][CH2:25][CH3:26])=[O:23])[CH:10]=[N:11][C:12]=1[C:13]1[CH:18]=[CH:17][C:16]([O:19][CH3:20])=[C:15]([F:21])[CH:14]=1.[I:27]N1C(=O)CCC1=O.C([O-])(O)=O.[Na+]. (3) The reactants are: [F:1][C:2]([F:13])([F:12])[O:3][C:4]1[CH:11]=[CH:10][C:7]([CH:8]=O)=[CH:6][CH:5]=1.Cl.[NH2:15][OH:16]. Given the product [F:1][C:2]([F:13])([F:12])[O:3][C:4]1[CH:11]=[CH:10][C:7](/[CH:8]=[N:15]/[OH:16])=[CH:6][CH:5]=1, predict the reactants needed to synthesize it. (4) Given the product [C:1]([C:5]1[N:6]=[C:7]([N:16]2[CH2:20][CH2:19][C:18]([F:21])([F:22])[CH2:17]2)[C:8]2[N:13]=[N:12][N:11]([CH2:14][C:15]3[CH:48]=[CH:49][CH:50]=[CH:45][C:46]=3[O:51][C:52]([F:55])([F:54])[F:53])[C:9]=2[N:10]=1)([CH3:2])([CH3:3])[CH3:4], predict the reactants needed to synthesize it. The reactants are: [C:1]([C:5]1[N:6]=[C:7]([N:16]2[CH2:20][CH2:19][C:18]([F:22])([F:21])[CH2:17]2)[C:8]2[N:13]=[N:12][N:11]([CH2:14][CH3:15])[C:9]=2[N:10]=1)([CH3:4])([CH3:3])[CH3:2].C(C1N=C(N2CCC(F)(F)C2)C2N=NNC=2N=1)(C)(C)C.BrC[C:45]1[CH:50]=[CH:49][CH:48]=C[C:46]=1[O:51][C:52]([F:55])([F:54])[F:53]. (5) Given the product [OH:41][CH2:40][CH2:42][NH:43][C:23]([C:22]1[CH:26]=[CH:27][CH:28]=[CH:29][C:21]=1[O:20][CH2:19][C:13]1[CH:14]=[CH:15][CH:16]=[CH:17][CH:18]=1)=[O:25], predict the reactants needed to synthesize it. The reactants are: Cl.CN(C)CCCN=C=NCC.[C:13]1([CH2:19][O:20][C:21]2[CH:29]=[CH:28][CH:27]=[CH:26][C:22]=2[C:23]([OH:25])=O)[CH:18]=[CH:17][CH:16]=[CH:15][CH:14]=1.ON1C2C=CC=CC=2N=N1.[CH2:40]([CH2:42][NH2:43])[OH:41]. (6) Given the product [Cl:14][C:15]1[CH:23]=[CH:22][C:21]([I:24])=[CH:20][C:16]=1[CH2:17][C:7]1[CH:8]=[CH:9][C:4]([O:3][CH2:1][CH3:2])=[CH:5][CH:6]=1, predict the reactants needed to synthesize it. The reactants are: [CH2:1]([O:3][C:4]1[CH:9]=[CH:8][CH:7]=[CH:6][CH:5]=1)[CH3:2].[Cl-].[Al+3].[Cl-].[Cl-].[Cl:14][C:15]1[CH:23]=[CH:22][C:21]([I:24])=[CH:20][C:16]=1[C:17](Cl)=O.C[SiH](O)C.C[Si](C)(C)C.C[Si](O)(C)C. (7) The reactants are: O[C:2]1[CH:3]=[C:4]([NH:8][C:9]2[N:14]=[C:13]([NH:15][C:16]3[CH:21]=[CH:20][CH:19]=[C:18](O)[CH:17]=3)[C:12]([F:23])=[CH:11][N:10]=2)[CH:5]=[CH:6][CH:7]=1.[NH2:24][C:25]1C=C(C=CC=1)C#N.Cl[C:34]1N=C(Cl)C(F)=C[N:35]=1. Given the product [C:25]([C:2]1[CH:3]=[C:4]([NH:8][C:9]2[N:14]=[C:13]([NH:15][C:16]3[CH:21]=[CH:20][CH:19]=[C:18]([C:34]#[N:35])[CH:17]=3)[C:12]([F:23])=[CH:11][N:10]=2)[CH:5]=[CH:6][CH:7]=1)#[N:24], predict the reactants needed to synthesize it. (8) Given the product [C:1]([O:5][C:6]([N:8]1[CH2:13][CH2:12][CH:11]([N:8]([CH3:6])[CH2:9][CH2:10][CH3:11])[CH2:10][CH2:9]1)=[O:7])([CH3:4])([CH3:3])[CH3:2], predict the reactants needed to synthesize it. The reactants are: [C:1]([O:5][C:6]([N:8]1[CH2:13][CH2:12][C:11](=O)[CH2:10][CH2:9]1)=[O:7])([CH3:4])([CH3:3])[CH3:2].Cl. (9) Given the product [F:35][C:36]([F:49])([F:48])[S:37]([O:27][C:11]1[CH:12]=[C:13]([OH:16])[CH:14]=[CH:15][C:10]=1[C:3]1[CH:4]=[C:5]([O:8][CH3:9])[CH:6]=[CH:7][C:2]=1[F:1])(=[O:39])=[O:38], predict the reactants needed to synthesize it. The reactants are: [F:1][C:2]1[CH:7]=[CH:6][C:5]([O:8][CH3:9])=[CH:4][C:3]=1[C:10]1[C:11]([OH:27])=[CH:12][C:13]([O:16][Si](C(C)C)(C(C)C)C(C)C)=[CH:14][CH:15]=1.C(N(CC)CC)C.[F:35][C:36]([F:49])([F:48])[S:37](O[S:37]([C:36]([F:49])([F:48])[F:35])(=[O:39])=[O:38])(=[O:39])=[O:38].[Cl-].[NH4+]. (10) Given the product [Br:1][CH2:6][C:7]1[CH:15]=[CH:14][C:10]([C:11]([OH:13])=[O:12])=[CH:9][C:8]=1[C:16]([F:17])([F:18])[F:19], predict the reactants needed to synthesize it. The reactants are: [Br:1]([O-])(=O)=O.[Na+].[CH3:6][C:7]1[CH:15]=[CH:14][C:10]([C:11]([OH:13])=[O:12])=[CH:9][C:8]=1[C:16]([F:19])([F:18])[F:17].S(=O)(O)[O-].[Na+].